This data is from Catalyst prediction with 721,799 reactions and 888 catalyst types from USPTO. The task is: Predict which catalyst facilitates the given reaction. (1) Reactant: [Br:1][C:2]1[CH:3]=[CH:4][C:5]([NH:12][C:13]([C:15]2[C:19]3[CH:20]=[C:21]([S:24](Cl)(=[O:26])=[O:25])[CH:22]=[CH:23][C:18]=3[O:17][N:16]=2)=[O:14])=[C:6]([CH:11]=1)[C:7]([O:9]C)=[O:8].[NH:28]1[CH2:33][CH2:32][O:31][CH2:30][CH2:29]1. Product: [Br:1][C:2]1[CH:3]=[CH:4][C:5]([NH:12][C:13]([C:15]2[C:19]3[CH:20]=[C:21]([S:24]([N:28]4[CH2:33][CH2:32][O:31][CH2:30][CH2:29]4)(=[O:25])=[O:26])[CH:22]=[CH:23][C:18]=3[O:17][N:16]=2)=[O:14])=[C:6]([CH:11]=1)[C:7]([OH:9])=[O:8]. The catalyst class is: 1. (2) Reactant: [NH2:1][C:2]1[N:34]=[C:5]2[C:6]([C:24]3[CH:29]=[CH:28][CH:27]=[C:26]([C:30]([F:33])([F:32])[F:31])[CH:25]=3)=[C:7]([CH3:23])[C:8]([C:10]3[N:14]([C:15]4[CH:22]=[CH:21][C:18]([C:19]#[N:20])=[CH:17][CH:16]=4)[N:13]=[CH:12][CH:11]=3)=[CH:9][N:4]2[N:3]=1.[Cl:35][CH2:36][CH2:37][CH2:38][N:39]=[C:40]=[O:41]. Product: [Cl:35][CH2:36][CH2:37][CH2:38][NH:39][C:40]([NH:1][C:2]1[N:34]=[C:5]2[C:6]([C:24]3[CH:29]=[CH:28][CH:27]=[C:26]([C:30]([F:32])([F:33])[F:31])[CH:25]=3)=[C:7]([CH3:23])[C:8]([C:10]3[N:14]([C:15]4[CH:16]=[CH:17][C:18]([C:19]#[N:20])=[CH:21][CH:22]=4)[N:13]=[CH:12][CH:11]=3)=[CH:9][N:4]2[N:3]=1)=[O:41]. The catalyst class is: 1. (3) Reactant: Br[C:2]1[CH:3]=[C:4]([C:8]2[N:16]3[C:11]([CH:12]=[N:13][C:14]([NH:17][C:18]4[CH:23]=[C:22]([O:24][CH3:25])[C:21]([O:26][CH3:27])=[C:20]([O:28][CH3:29])[CH:19]=4)=[N:15]3)=[C:10]([CH3:30])[N:9]=2)[CH:5]=[CH:6][CH:7]=1.[Cl:31][C:32]1[CH:33]=[C:34]([CH:36]=[CH:37][C:38]=1[N:39]1[CH2:44][CH2:43][O:42][CH2:41][CH2:40]1)[NH2:35].C1C=CC(P(C2C=CC3C(=CC=CC=3)C=2C2C3C(=CC=CC=3)C=CC=2P(C2C=CC=CC=2)C2C=CC=CC=2)C2C=CC=CC=2)=CC=1.CC(C)([O-])C.[Na+]. Product: [Cl:31][C:32]1[CH:33]=[C:34]([NH:35][C:2]2[CH:3]=[C:4]([C:8]3[N:16]4[C:11]([CH:12]=[N:13][C:14]([NH:17][C:18]5[CH:23]=[C:22]([O:24][CH3:25])[C:21]([O:26][CH3:27])=[C:20]([O:28][CH3:29])[CH:19]=5)=[N:15]4)=[C:10]([CH3:30])[N:9]=3)[CH:5]=[CH:6][CH:7]=2)[CH:36]=[CH:37][C:38]=1[N:39]1[CH2:40][CH2:41][O:42][CH2:43][CH2:44]1. The catalyst class is: 12.